This data is from Catalyst prediction with 721,799 reactions and 888 catalyst types from USPTO. The task is: Predict which catalyst facilitates the given reaction. (1) The catalyst class is: 7. Reactant: [CH2:1]([N:3]([CH2:7][CH2:8][N:9]1[C:13](=[O:14])[C:12]2=[CH:15][CH:16]=[CH:17][CH:18]=[C:11]2[C:10]1=[O:19])[CH2:4][CH2:5][OH:6])[CH3:2].C1(P(C2C=CC=CC=2)C2C=CC=CC=2)C=CC=CC=1.[N+:39]([C:42]1[C:47](O)=[CH:46][CH:45]=[CH:44][N:43]=1)([O-:41])=[O:40].N(C(OC(C)C)=O)=NC(OC(C)C)=O. Product: [CH2:1]([N:3]([CH2:7][CH2:8][N:9]1[C:13](=[O:14])[C:12]2=[CH:15][CH:16]=[CH:17][CH:18]=[C:11]2[C:10]1=[O:19])[CH2:4][CH2:5][O:6][C:47]1[C:42]([N+:39]([O-:41])=[O:40])=[N:43][CH:44]=[CH:45][CH:46]=1)[CH3:2]. (2) Reactant: C(ON=O)(C)(C)C.[NH2:8][C:9]1[O:10][C:11]2[C:16]([CH:17]([C:21]3[CH:26]=[CH:25][CH:24]=[CH:23][CH:22]=3)[C:18]=1[C:19]#[N:20])=[CH:15][CH:14]=[C:13](N)[CH:12]=2. Product: [NH2:8][C:9]1[O:10][C:11]2[C:16]([CH:17]([C:21]3[CH:26]=[CH:25][CH:24]=[CH:23][CH:22]=3)[C:18]=1[C:19]#[N:20])=[CH:15][CH:14]=[CH:13][CH:12]=2. The catalyst class is: 3. (3) Reactant: [C:1]([O:9][CH2:10][CH3:11])(=[O:8])[CH2:2][C:3]([O:5][CH2:6][CH3:7])=[O:4].CC[O-].[Na+].[F:16][C:17]1[CH:22]=[C:21]([F:23])[CH:20]=[C:19]([F:24])[C:18]=1Br.Cl. Product: [F:16][C:17]1[CH:22]=[C:21]([F:23])[CH:20]=[C:19]([F:24])[C:18]=1[CH:2]([C:3]([O:5][CH2:6][CH3:7])=[O:4])[C:1]([O:9][CH2:10][CH3:11])=[O:8]. The catalyst class is: 40. (4) Reactant: C1(P(C2CCCCC2)C2C=CC=CC=2C2C(C(C)C)=CC(C(C)C)=CC=2C(C)C)CCCCC1.[O:35]1[CH2:40][CH2:39][N:38]([C:41]2[C:46]([NH2:47])=[CH:45][C:44]([N:48]3[CH2:53][CH2:52][O:51][CH2:50][CH2:49]3)=[CH:43][N:42]=2)[CH2:37][CH2:36]1.Cl[C:55]1[C:64]2[C:59](=[CH:60][C:61]([F:66])=[CH:62][C:63]=2[F:65])[N:58]=[C:57]([C:67]2[C:68]([CH3:73])=[N:69][CH:70]=[CH:71][CH:72]=2)[C:56]=1[CH3:74].CC(C)([O-])C.[Na+]. Product: [O:35]1[CH2:40][CH2:39][N:38]([C:41]2[C:46]([NH:47][C:55]3[C:64]4[C:59](=[CH:60][C:61]([F:66])=[CH:62][C:63]=4[F:65])[N:58]=[C:57]([C:67]4[C:68]([CH3:73])=[N:69][CH:70]=[CH:71][CH:72]=4)[C:56]=3[CH3:74])=[CH:45][C:44]([N:48]3[CH2:49][CH2:50][O:51][CH2:52][CH2:53]3)=[CH:43][N:42]=2)[CH2:37][CH2:36]1. The catalyst class is: 101. (5) Reactant: [H-].[Al+3].[Li+].[H-].[H-].[H-].[CH3:7][C:8]1[CH:17]=[CH:16][C:11]([C:12](OC)=[O:13])=[CH:10][N:9]=1.CCOC(C)=O.O. Product: [CH3:7][C:8]1[N:9]=[CH:10][C:11]([CH2:12][OH:13])=[CH:16][CH:17]=1. The catalyst class is: 165. (6) Reactant: [OH-].[K+].C(O)CC.C[O:8][C:9]([C:11]1[C:20]2[C:15](=[CH:16][CH:17]=[CH:18][CH:19]=2)[N:14]=[C:13]([C:21]2[CH:26]=[CH:25][CH:24]=[CH:23][CH:22]=2)[C:12]=1[CH2:27][N:28]1[CH2:33][CH2:32][N:31]([C:34]([O:36][C:37]([CH3:40])([CH3:39])[CH3:38])=[O:35])[CH2:30][CH2:29]1)=[O:10]. Product: [C:37]([O:36][C:34]([N:31]1[CH2:30][CH2:29][N:28]([CH2:27][C:12]2[C:13]([C:21]3[CH:26]=[CH:25][CH:24]=[CH:23][CH:22]=3)=[N:14][C:15]3[C:20]([C:11]=2[C:9]([OH:10])=[O:8])=[CH:19][CH:18]=[CH:17][CH:16]=3)[CH2:33][CH2:32]1)=[O:35])([CH3:40])([CH3:38])[CH3:39]. The catalyst class is: 6. (7) Reactant: [CH2:1]([N:8]1[CH2:13][CH2:12][N:11]([C:14]2[N:15]=[N:16][C:17]([C:22]3[CH:27]=[CH:26][C:25]([F:28])=[CH:24][CH:23]=3)=[C:18]([CH3:21])[C:19]=2[CH3:20])[CH:10]([CH3:29])[C:9]1=O)[C:2]1[CH:7]=[CH:6][CH:5]=[CH:4][CH:3]=1.CO.Cl. Product: [CH2:1]([N:8]1[CH2:13][CH2:12][N:11]([C:14]2[N:15]=[N:16][C:17]([C:22]3[CH:23]=[CH:24][C:25]([F:28])=[CH:26][CH:27]=3)=[C:18]([CH3:21])[C:19]=2[CH3:20])[CH:10]([CH3:29])[CH2:9]1)[C:2]1[CH:3]=[CH:4][CH:5]=[CH:6][CH:7]=1. The catalyst class is: 523. (8) Reactant: C([CH:10]([O:38]C(C1C=CC=CC=1)C1C=CC=CC=1)[C@:11]1([CH2:28][O:29][C:30](=[O:37])[C:31]2[CH:36]=[CH:35][CH:34]=[CH:33][CH:32]=2)[O:17][C@@H:14]([O:15][CH3:16])[C@@H:13]([F:18])[C@@H:12]1[O:19][C:20](=[O:27])[C:21]1[CH:26]=[CH:25][CH:24]=[CH:23][CH:22]=1)C1C=CC(OC)=CC=1. Product: [C:20]([O:19][C@@H:12]1[C@@:11]([CH2:10][OH:38])([CH2:28][O:29][C:30](=[O:37])[C:31]2[CH:36]=[CH:35][CH:34]=[CH:33][CH:32]=2)[O:17][C@@H:14]([O:15][CH3:16])[C@H:13]1[F:18])(=[O:27])[C:21]1[CH:22]=[CH:23][CH:24]=[CH:25][CH:26]=1. The catalyst class is: 86. (9) Reactant: C([O:8][C:9]1[CH:18]=[C:17]2[C:12]([C:13]([NH:19][C:20]3[CH:25]=[CH:24][C:23]([F:26])=[C:22]([Cl:27])[CH:21]=3)=[N:14][CH:15]=[N:16]2)=[C:11]([O:28][CH2:29][C@H:30]2[CH2:34][CH2:33][CH2:32][N:31]2[C:35]([O:37][C:38]([CH3:41])([CH3:40])[CH3:39])=[O:36])[CH:10]=1)C1C=CC=CC=1. Product: [Cl:27][C:22]1[CH:21]=[C:20]([CH:25]=[CH:24][C:23]=1[F:26])[NH:19][C:13]1[C:12]2[C:17](=[CH:18][C:9]([OH:8])=[CH:10][C:11]=2[O:28][CH2:29][C@H:30]2[CH2:34][CH2:33][CH2:32][N:31]2[C:35]([O:37][C:38]([CH3:41])([CH3:40])[CH3:39])=[O:36])[N:16]=[CH:15][N:14]=1. The catalyst class is: 63.